This data is from Forward reaction prediction with 1.9M reactions from USPTO patents (1976-2016). The task is: Predict the product of the given reaction. (1) Given the reactants [C:1]([C@H:3]1[CH2:8][CH2:7][C@H:6]2[C@H:9]3[C@H:19]([CH2:20][CH2:21][C@:4]12[CH3:5])[C@:17]1([CH3:18])[C:12](=[CH:13][C:14](=[O:22])[CH:15]=[CH:16]1)[CH2:11][CH2:10]3)#[N:2].[CH3:23][Al](C)C.C[Si](Cl)(C)C, predict the reaction product. The product is: [C:1]([C@H:3]1[CH2:8][CH2:7][C@H:6]2[C@H:9]3[C@H:19]([CH2:20][CH2:21][C@:4]12[CH3:5])[C@:17]1([CH3:18])[C:12](=[CH:13][C:14](=[O:22])[CH2:15][C@@H:16]1[CH3:23])[CH2:11][CH2:10]3)#[N:2]. (2) Given the reactants C(OC([NH:8][C@H:9]([C:20]([OH:22])=[O:21])[CH2:10]/[CH:11]=[C:12](/[CH2:16][CH2:17][CH2:18][F:19])\[C:13]([OH:15])=[O:14])=O)(C)(C)C.[F:23][C:24]([F:29])([F:28])[C:25]([OH:27])=[O:26], predict the reaction product. The product is: [NH2:8][C@H:9]([C:20]([OH:22])=[O:21])[CH2:10]/[CH:11]=[C:12](/[CH2:16][CH2:17][CH2:18][F:19])\[C:13]([OH:15])=[O:14].[F:23][C:24]([F:29])([F:28])[C:25]([O-:27])=[O:26]. (3) Given the reactants [C:1]([C:4]1[N:9]=[N:8][C:7]([NH:10][C@@H:11]2[CH2:16][CH2:15][CH2:14][CH2:13][C@@H:12]2[NH:17]C(=O)OC(C)(C)C)=[CH:6][C:5]=1[NH:25][C:26]1[CH:31]=[CH:30][C:29]([O:32][CH3:33])=[C:28]([CH:34]([CH3:36])[CH3:35])[N:27]=1)(=[O:3])[NH2:2].FC(F)(F)C(O)=O, predict the reaction product. The product is: [NH2:17][C@H:12]1[CH2:13][CH2:14][CH2:15][CH2:16][C@H:11]1[NH:10][C:7]1[N:8]=[N:9][C:4]([C:1]([NH2:2])=[O:3])=[C:5]([NH:25][C:26]2[CH:31]=[CH:30][C:29]([O:32][CH3:33])=[C:28]([CH:34]([CH3:36])[CH3:35])[N:27]=2)[CH:6]=1.